This data is from Reaction yield outcomes from USPTO patents with 853,638 reactions. The task is: Predict the reaction yield, written as a fraction of the theoretical maximum amount of product (1.0 means a 100% yield; for example, 0.34 means a 34% yield). The reactants are [F:1][C:2]1[CH:18]=[C:17]([C:19]([F:25])([F:24])[C:20]([F:23])([F:22])[F:21])[CH:16]=[CH:15][C:3]=1[C:4]([NH:6][C:7]1[CH:12]=[CH:11][N:10]=[C:9]([O:13]C)[CH:8]=1)=[O:5]. The catalyst is Br.C(O)(=O)C.O. The product is [F:1][C:2]1[CH:18]=[C:17]([C:19]([F:25])([F:24])[C:20]([F:21])([F:23])[F:22])[CH:16]=[CH:15][C:3]=1[C:4]([NH:6][C:7]1[CH:12]=[CH:11][NH:10][C:9](=[O:13])[CH:8]=1)=[O:5]. The yield is 0.720.